This data is from CYP2C9 inhibition data for predicting drug metabolism from PubChem BioAssay. The task is: Regression/Classification. Given a drug SMILES string, predict its absorption, distribution, metabolism, or excretion properties. Task type varies by dataset: regression for continuous measurements (e.g., permeability, clearance, half-life) or binary classification for categorical outcomes (e.g., BBB penetration, CYP inhibition). Dataset: cyp2c9_veith. (1) The molecule is ON(CCc1ccncc1)Cc1ccccc1. The result is 1 (inhibitor). (2) The drug is Cn1cccc1C(=O)N1CCC2(CCCN(c3ccccc3)C2)CC1. The result is 1 (inhibitor). (3) The compound is CCOc1ccc(NC(=O)N(C2CCCCC2)C(C)c2ccncc2)cc1. The result is 1 (inhibitor). (4) The compound is COc1cccc(Cn2c(=O)c(-c3cccc(C#N)c3)nc3cnc(Nc4ccccc4)nc32)c1. The result is 0 (non-inhibitor).